Predict the reactants needed to synthesize the given product. From a dataset of Full USPTO retrosynthesis dataset with 1.9M reactions from patents (1976-2016). Given the product [CH:22]1([C@H:25]([NH:33][C:34]([C:36]2[C:37]3[C:38](=[C:42]([F:46])[CH:43]=[CH:44][CH:45]=3)[C:39](=[O:41])[N:10]([CH2:7][CH2:8][CH3:9])[C:11]=2[CH3:12])=[O:35])[C:26]2[CH:31]=[CH:30][CH:29]=[C:28]([F:32])[CH:27]=2)[CH2:23][CH2:24]1, predict the reactants needed to synthesize it. The reactants are: C(Cl)(=O)C(Cl)=O.[CH2:7]([NH:10][C:11](=O)[CH3:12])[CH2:8][CH3:9].N1C(C)=CC=CC=1C.[CH:22]1([C@H:25]([NH:33][C:34]([CH2:36][C:37]2[CH:45]=[CH:44][CH:43]=[C:42]([F:46])[C:38]=2[C:39]([OH:41])=O)=[O:35])[C:26]2[CH:31]=[CH:30][CH:29]=[C:28]([F:32])[CH:27]=2)[CH2:24][CH2:23]1.Cl.